From a dataset of Forward reaction prediction with 1.9M reactions from USPTO patents (1976-2016). Predict the product of the given reaction. (1) Given the reactants [OH:1][C:2]1[C:3]2[O:23][N:22]=[C:21]([C:24]3[CH:29]=[CH:28][CH:27]=[CH:26][CH:25]=3)[C:4]=2[C:5]([C:13]#[C:14][C:15]2[CH:20]=[CH:19][CH:18]=[CH:17][CH:16]=2)=[N:6][C:7]=1[C:8](OCC)=[O:9].[NH2:30][CH2:31][C:32]([OH:34])=[O:33].C[O-].[Na+], predict the reaction product. The product is: [OH:1][C:2]1[C:3]2[O:23][N:22]=[C:21]([C:24]3[CH:25]=[CH:26][CH:27]=[CH:28][CH:29]=3)[C:4]=2[C:5]([C:13]#[C:14][C:15]2[CH:20]=[CH:19][CH:18]=[CH:17][CH:16]=2)=[N:6][C:7]=1[C:8]([NH:30][CH2:31][C:32]([OH:34])=[O:33])=[O:9]. (2) Given the reactants Cl.[O:2]1[C:7]2=[CH:8][CH2:9][CH2:10][CH:6]2[NH:5][CH2:4][CH2:3]1.[F:11][C:12]1[CH:20]=[CH:19][CH:18]=[C:17]2[C:13]=1[CH2:14][CH2:15][N:16]2[C:21](=[O:31])[CH2:22][C:23]1[NH:28][C:27](=[O:29])[CH:26]=[C:25](Cl)[N:24]=1.O, predict the reaction product. The product is: [F:11][C:12]1[CH:20]=[CH:19][CH:18]=[C:17]2[C:13]=1[CH2:14][CH2:15][N:16]2[C:21](=[O:31])[CH2:22][C:23]1[NH:28][C:27](=[O:29])[CH:26]=[C:25]([N:5]2[CH:6]3[CH2:10][CH2:9][CH2:8][CH:7]3[O:2][CH2:3][CH2:4]2)[N:24]=1. (3) Given the reactants [CH3:1][C@H:2]1[NH:7][C@@H:6]([CH3:8])[CH2:5][NH:4][CH2:3]1.[C:9]([O:13][C:14](O[C:14]([O:13][C:9]([CH3:12])([CH3:11])[CH3:10])=[O:15])=[O:15])([CH3:12])([CH3:11])[CH3:10], predict the reaction product. The product is: [NH3:4].[CH3:8][C@H:6]1[NH:7][C@@H:2]([CH3:1])[CH2:3][N:4]([C:14]([O:13][C:9]([CH3:12])([CH3:11])[CH3:10])=[O:15])[CH2:5]1. (4) Given the reactants C([O-])=O.[NH4+:4].C([N:8]([C:12]1[N:16]([C:17]2[CH:22]=[CH:21][CH:20]=[C:19]([Br:23])[CH:18]=2)[N:15]=[C:14]([C:24]([O:26][CH2:27][CH3:28])=[O:25])[C:13]=1[CH:29]=O)[C:9](=O)[CH3:10])(=O)C, predict the reaction product. The product is: [Br:23][C:19]1[CH:18]=[C:17]([N:16]2[C:12]3=[N:8][C:9]([CH3:10])=[N:4][CH:29]=[C:13]3[C:14]([C:24]([O:26][CH2:27][CH3:28])=[O:25])=[N:15]2)[CH:22]=[CH:21][CH:20]=1. (5) Given the reactants [Br:1][C:2]1[CH:7]=[C:6]([NH:8]S(C)(=O)=O)[C:5](I)=[CH:4][N:3]=1.[C:14]([C:16]1[CH:17]=[N:18][N:19]([CH2:21][O:22][CH2:23][CH2:24][Si:25]([CH3:28])([CH3:27])[CH3:26])[CH:20]=1)#[CH:15].C(N(CC)CC)C.C1CCN2C(=NCCC2)CC1, predict the reaction product. The product is: [Br:1][C:2]1[N:3]=[CH:4][C:5]2[CH:15]=[C:14]([C:16]3[CH:17]=[N:18][N:19]([CH2:21][O:22][CH2:23][CH2:24][Si:25]([CH3:27])([CH3:26])[CH3:28])[CH:20]=3)[NH:8][C:6]=2[CH:7]=1. (6) Given the reactants C1C=CC(P(C2C=CC=CC=2)C2C=CC=CC=2)=CC=1.CC(OC(/N=N/C(OC(C)C)=O)=O)C.[N+:34]([C:37]1[CH:42]=[CH:41][C:40]([OH:43])=[CH:39][CH:38]=1)([O-:36])=[O:35].O[CH2:45][CH2:46][N:47]1[CH2:51][CH2:50][CH2:49][CH2:48]1, predict the reaction product. The product is: [N+:34]([C:37]1[CH:42]=[CH:41][C:40]([O:43][CH2:45][CH2:46][N:47]2[CH2:51][CH2:50][CH2:49][CH2:48]2)=[CH:39][CH:38]=1)([O-:36])=[O:35]. (7) Given the reactants S(Cl)(Cl)=O.[NH2:5][C:6]1[CH:14]=[CH:13][C:9]([C:10]([OH:12])=[O:11])=[CH:8][C:7]=1[CH3:15].[C:16](=O)([O-])O.[Na+], predict the reaction product. The product is: [NH2:5][C:6]1[CH:14]=[CH:13][C:9]([C:10]([O:12][CH3:16])=[O:11])=[CH:8][C:7]=1[CH3:15]. (8) Given the reactants [F:1][C:2]([F:34])([F:33])[C:3]([NH:5][C@H:6]1[C@@H:16]2[N:10]([C:11]3[CH:24]=[C:23]([NH:25]CC4C=CC=CC=4)[CH:22]=[CH:21][C:12]=3[O:13][C:14]3[CH:20]=[CH:19][CH:18]=[CH:17][C:15]=32)[CH2:9][CH2:8][CH2:7]1)=[O:4].Cl.O1CCOCC1, predict the reaction product. The product is: [NH2:25][C:23]1[CH:22]=[CH:21][C:12]2[O:13][C:14]3[CH:20]=[CH:19][CH:18]=[CH:17][C:15]=3[C@@H:16]3[C@H:6]([NH:5][C:3](=[O:4])[C:2]([F:33])([F:34])[F:1])[CH2:7][CH2:8][CH2:9][N:10]3[C:11]=2[CH:24]=1.